From a dataset of Full USPTO retrosynthesis dataset with 1.9M reactions from patents (1976-2016). Predict the reactants needed to synthesize the given product. (1) Given the product [CH3:18][CH:17]([CH3:19])[C@@H:16]([NH:15][C:6]1[C:5]2[CH:24]=[CH:25][C:2]([NH:41][C:39](=[O:40])[CH2:38][N:32]3[CH2:37][CH2:36][O:35][CH2:34][CH2:33]3)=[CH:3][C:4]=2[C:13]2[C:12](=[O:14])[NH:11][CH:10]=[CH:9][C:8]=2[N:7]=1)[C:20]([F:22])([F:21])[F:23], predict the reactants needed to synthesize it. The reactants are: Br[C:2]1[CH:25]=[CH:24][C:5]2[C:6]([NH:15][C@@H:16]([C:20]([F:23])([F:22])[F:21])[CH:17]([CH3:19])[CH3:18])=[N:7][C:8]3[CH:9]=[CH:10][NH:11][C:12](=[O:14])[C:13]=3[C:4]=2[CH:3]=1.C(=O)([O-])[O-].[Cs+].[Cs+].[N:32]1([CH2:38][C:39]([NH2:41])=[O:40])[CH2:37][CH2:36][O:35][CH2:34][CH2:33]1.CC1(C)C2C(=C(P(C3C=CC=CC=3)C3C=CC=CC=3)C=CC=2)OC2C(P(C3C=CC=CC=3)C3C=CC=CC=3)=CC=CC1=2. (2) Given the product [F:12][C:9]1[CH:10]=[CH:11][C:6]([N:5]2[CH2:4][C:1](=[O:2])[NH:19][C:14](=[O:16])[CH2:13]2)=[CH:7][CH:8]=1, predict the reactants needed to synthesize it. The reactants are: [C:1]([CH2:4][N:5]([CH2:13][C:14]([OH:16])=O)[C:6]1[CH:11]=[CH:10][C:9]([F:12])=[CH:8][CH:7]=1)(O)=[O:2].C([N:19](CC)CC)C.FC(F)(F)C(N)=O.Cl.CN(C)CCCN=C=NCC. (3) Given the product [CH3:1][C:2]1[CH:3]=[CH:4][C:5]([S:8]([NH:11][C:12]2[CH:13]=[CH:14][CH:15]=[C:16]3[C:20]=2[NH:19][C:18]([C:21]([NH:24][C:25]2[CH:30]=[CH:29][CH:28]=[CH:27][CH:26]=2)=[O:23])=[CH:17]3)(=[O:9])=[O:10])=[CH:6][CH:7]=1, predict the reactants needed to synthesize it. The reactants are: [CH3:1][C:2]1[CH:7]=[CH:6][C:5]([S:8]([NH:11][C:12]2[CH:13]=[CH:14][CH:15]=[C:16]3[C:20]=2[NH:19][C:18]([C:21]([OH:23])=O)=[CH:17]3)(=[O:10])=[O:9])=[CH:4][CH:3]=1.[NH2:24][C:25]1[CH:30]=[CH:29][CH:28]=[CH:27][CH:26]=1.C(N(C(C)C)C(C)C)C.CN(C(ON1N=NC2C=CC=NC1=2)=[N+](C)C)C.F[P-](F)(F)(F)(F)F.